This data is from Forward reaction prediction with 1.9M reactions from USPTO patents (1976-2016). The task is: Predict the product of the given reaction. (1) Given the reactants [Cl:1][C:2]1[CH:7]=[CH:6][C:5]([C:8]2[S:12][C:11]([C:13]([OH:15])=O)=[CH:10][CH:9]=2)=[CH:4][CH:3]=1.C([Li])CCC.CCCCCC.C[N:28]([CH:30]=O)C.[NH2:32]N.Cl, predict the reaction product. The product is: [Cl:1][C:2]1[CH:3]=[CH:4][C:5]([C:8]2[S:12][C:11]3[C:13](=[O:15])[NH:32][N:28]=[CH:30][C:10]=3[CH:9]=2)=[CH:6][CH:7]=1. (2) Given the reactants Br[C:2]([C:11]1[CH:16]=[CH:15][CH:14]=[CH:13][CH:12]=1)=[C:3]([N+:9]#[C-:10])[C:4]([O:6][CH2:7][CH3:8])=[O:5].[NH2:17][CH2:18][C:19]1([OH:25])[CH2:24][CH2:23][CH2:22][CH2:21][CH2:20]1.C(N(CC)C(C)C)(C)C.CN(C=O)C, predict the reaction product. The product is: [OH:25][C:19]1([CH2:18][N:17]2[C:2]([C:11]3[CH:16]=[CH:15][CH:14]=[CH:13][CH:12]=3)=[C:3]([C:4]([O:6][CH2:7][CH3:8])=[O:5])[N:9]=[CH:10]2)[CH2:24][CH2:23][CH2:22][CH2:21][CH2:20]1. (3) Given the reactants [F:1][C:2]([F:15])([F:14])[C:3]1[N:8]=[N:7][C:6]([C:9]([O:11]CC)=[O:10])=[CH:5][CH:4]=1.[OH-].[Na+].Cl, predict the reaction product. The product is: [F:15][C:2]([F:1])([F:14])[C:3]1[N:8]=[N:7][C:6]([C:9]([OH:11])=[O:10])=[CH:5][CH:4]=1. (4) Given the reactants [F:1][C:2]([F:11])([F:10])[C:3]1[CH:8]=[CH:7][N:6]=[N:5][C:4]=1[NH2:9].Br[CH2:13][C:14](=O)[CH2:15][C:16]1[CH:21]=[CH:20][CH:19]=[CH:18][CH:17]=1.C(=O)(O)[O-].[Na+], predict the reaction product. The product is: [CH2:15]([C:14]1[N:9]=[C:4]2[C:3]([C:2]([F:10])([F:1])[F:11])=[CH:8][CH:7]=[N:6][N:5]2[CH:13]=1)[C:16]1[CH:21]=[CH:20][CH:19]=[CH:18][CH:17]=1. (5) Given the reactants C(=O)([O-])[O-].[K+].[K+].Cl[C:8]1[N:13]=[CH:12][C:11]([Br:14])=[CH:10][N:9]=1.[NH:15]1[CH2:20][CH2:19][O:18][CH2:17][CH2:16]1, predict the reaction product. The product is: [Br:14][C:11]1[CH:10]=[N:9][C:8]([N:15]2[CH2:20][CH2:19][O:18][CH2:17][CH2:16]2)=[N:13][CH:12]=1.